This data is from Reaction yield outcomes from USPTO patents with 853,638 reactions. The task is: Predict the reaction yield, written as a fraction of the theoretical maximum amount of product (1.0 means a 100% yield; for example, 0.34 means a 34% yield). (1) The reactants are Cl[C:2]1[N:7]2[N:8]=[CH:9][CH:10]=[C:6]2[N:5]=[C:4]([C:11]2[CH:16]=[CH:15][C:14]([Cl:17])=[CH:13][CH:12]=2)[CH:3]=1.[Cl-].[CH:19]1([Zn+])[CH2:21][CH2:20]1.C1COCC1.C1([Mg]Br)CC1.C1COCC1.[NH4+].[Cl-]. The catalyst is C1COCC1.C1C=CC([P]([Pd]([P](C2C=CC=CC=2)(C2C=CC=CC=2)C2C=CC=CC=2)([P](C2C=CC=CC=2)(C2C=CC=CC=2)C2C=CC=CC=2)[P](C2C=CC=CC=2)(C2C=CC=CC=2)C2C=CC=CC=2)(C2C=CC=CC=2)C2C=CC=CC=2)=CC=1.[Cl-].[Zn+2].[Cl-].C1COCC1. The product is [Cl:17][C:14]1[CH:15]=[CH:16][C:11]([C:4]2[CH:3]=[C:2]([CH:19]3[CH2:21][CH2:20]3)[N:7]3[N:8]=[CH:9][CH:10]=[C:6]3[N:5]=2)=[CH:12][CH:13]=1. The yield is 0.690. (2) The reactants are [Br:1][C:2]1[C:3](Cl)=[CH:4][C:5]([NH:8][C:9](=[O:14])[C:10]([CH3:13])([CH3:12])[CH3:11])=[N:6][CH:7]=1.[CH3:16][N:17]1[CH2:22][CH2:21][CH:20]([NH2:23])[CH2:19][CH2:18]1. The catalyst is CN1C(=O)CCC1. The product is [Br:1][C:2]1[C:3]([NH:23][CH:20]2[CH2:21][CH2:22][N:17]([CH3:16])[CH2:18][CH2:19]2)=[CH:4][C:5]([NH:8][C:9](=[O:14])[C:10]([CH3:13])([CH3:12])[CH3:11])=[N:6][CH:7]=1. The yield is 0.990.